Dataset: Catalyst prediction with 721,799 reactions and 888 catalyst types from USPTO. Task: Predict which catalyst facilitates the given reaction. (1) The catalyst class is: 2. Product: [N:19]1([CH2:18][CH2:17][CH2:16][N:11]2[C:12](=[O:15])[CH2:13][CH2:14][NH:8][CH2:9][CH2:10]2)[CH2:20][CH2:21][CH2:22][CH2:23][CH2:24]1. Reactant: C(OC([N:8]1[CH2:14][CH2:13][C:12](=[O:15])[N:11]([CH2:16][CH2:17][CH2:18][N:19]2[CH2:24][CH2:23][CH2:22][CH2:21][CH2:20]2)[CH2:10][CH2:9]1)=O)(C)(C)C.Cl.CO. (2) Reactant: [NH:1]([CH2:5][CH2:6][OH:7])[CH2:2][CH2:3][OH:4].C[Si]([N-][Si](C)(C)C)(C)C.[Li+].[CH:18]1([NH:21][C:22]([C:24]2[S:37][C:27]3=[N:28][C:29](S(C)=O)=[C:30]([Cl:33])[C:31]([CH3:32])=[C:26]3[C:25]=2[NH2:38])=[O:23])[CH2:20][CH2:19]1. Product: [CH:18]1([NH:21][C:22]([C:24]2[S:37][C:27]3=[N:28][C:29]([O:4][CH2:3][CH2:2][NH:1][CH2:5][CH2:6][OH:7])=[C:30]([Cl:33])[C:31]([CH3:32])=[C:26]3[C:25]=2[NH2:38])=[O:23])[CH2:20][CH2:19]1. The catalyst class is: 1. (3) Reactant: [O:1]1[C:6]2[CH:7]=[CH:8][CH:9]=[CH:10][C:5]=2[O:4][CH:3]=[C:2]1[C:11]1[C:15](=[O:16])[N:14]([CH3:17])[C:13](=[O:18])[C:12]=1[C:19]1[C:27]2[C:22](=[CH:23][CH:24]=[CH:25][CH:26]=2)[N:21]([C:28]([O:30][C:31]([CH3:34])([CH3:33])[CH3:32])=[O:29])[CH:20]=1.II. Product: [CH3:17][N:14]1[C:13](=[O:18])[C:12]2[C:19]3[C:27]4[C:22](=[CH:23][CH:24]=[CH:25][CH:26]=4)[N:21]([C:28]([O:30][C:31]([CH3:34])([CH3:33])[CH3:32])=[O:29])[C:20]=3[C:3]3[O:4][C:5]4[CH:10]=[CH:9][CH:8]=[CH:7][C:6]=4[O:1][C:2]=3[C:11]=2[C:15]1=[O:16]. The catalyst class is: 133. (4) Reactant: C(OC([N:8]1[C@H:12]2[C:13]3[N:14]([C:16]([C:19]4[CH:24]=[CH:23][C:22]([F:25])=[CH:21][CH:20]=4)=[N:17][N:18]=3)[CH2:15][C@@H:9]1[CH2:10][CH2:11]2)=O)(C)(C)C.C(O)(C(F)(F)F)=O. The catalyst class is: 2. Product: [F:25][C:22]1[CH:23]=[CH:24][C:19]([C:16]2[N:14]3[CH2:15][C@H:9]4[NH:8][C@@H:12]([C:13]3=[N:18][N:17]=2)[CH2:11][CH2:10]4)=[CH:20][CH:21]=1. (5) Reactant: CC(C)([O-])C.[K+].[Cl-].[CH3:8][O:9][CH2:10][P+](C1C=CC=CC=1)(C1C=CC=CC=1)C1C=CC=CC=1.[CH:30]([C:32]1[CH:41]=[CH:40][C:35]([C:36]([O:38][CH3:39])=[O:37])=[CH:34][CH:33]=1)=O. Product: [CH3:39][O:38][C:36](=[O:37])[C:35]1[CH:40]=[CH:41][C:32]([CH:30]=[CH:8][O:9][CH3:10])=[CH:33][CH:34]=1. The catalyst class is: 1. (6) Reactant: Cl.[CH2:2]([NH:4][O:5][CH3:6])[CH3:3].[C:7]([C:11]1[O:12][C:13]2[C:19]([S:20](Cl)(=[O:22])=[O:21])=[C:18]([Cl:24])[CH:17]=[CH:16][C:14]=2[N:15]=1)([CH3:10])([CH3:9])[CH3:8]. Product: [CH2:2]([N:4]([O:5][CH3:6])[S:20]([C:19]1[C:13]2[O:12][C:11]([C:7]([CH3:9])([CH3:8])[CH3:10])=[N:15][C:14]=2[CH:16]=[CH:17][C:18]=1[Cl:24])(=[O:21])=[O:22])[CH3:3]. The catalyst class is: 49. (7) Reactant: [C:1]([O:5][C:6]([N:8]([CH3:13])[CH2:9][C:10]([OH:12])=O)=[O:7])([CH3:4])([CH3:3])[CH3:2].[Cl:14][C:15]1[CH:16]=[C:17]([NH:21][CH2:22][CH2:23][CH2:24][NH:25][C:26](=[O:29])[O:27][CH3:28])[CH:18]=[CH:19][CH:20]=1.C1CCC(N=C=NC2CCCCC2)CC1. Product: [Cl:14][C:15]1[CH:16]=[C:17]([N:21]([CH2:22][CH2:23][CH2:24][NH:25][C:26]([O:27][CH3:28])=[O:29])[C:10](=[O:12])[CH2:9][N:8]([CH3:13])[C:6](=[O:7])[O:5][C:1]([CH3:2])([CH3:3])[CH3:4])[CH:18]=[CH:19][CH:20]=1. The catalyst class is: 64. (8) Reactant: [F:1][CH:2]([F:23])[O:3][C:4]1[CH:9]=[CH:8][C:7]([C:10]2[CH:11]=[C:12]3[C:16](=[CH:17][CH:18]=2)[C:15](=[O:19])[O:14][CH2:13]3)=[C:6]([OH:20])[C:5]=1[O:21]C.C(=O)([O-])[O-].[K+].[K+].Br[CH2:31][C:32]1[CH:37]=[CH:36][C:35]([S:38]([CH3:41])(=[O:40])=[O:39])=[CH:34][CH:33]=1. Product: [F:23][CH:2]([F:1])[O:3][C:4]1[CH:9]=[CH:8][C:7]([C:10]2[CH:11]=[C:12]3[C:16](=[CH:17][CH:18]=2)[C:15](=[O:19])[O:14][CH2:13]3)=[C:6]([O:20][CH2:31][C:32]2[CH:33]=[CH:34][C:35]([S:38]([CH3:41])(=[O:40])=[O:39])=[CH:36][CH:37]=2)[C:5]=1[OH:21]. The catalyst class is: 10. (9) Reactant: [Cl:1][C:2]1[CH:7]=[C:6]([N+:8]([O-:10])=[O:9])[CH:5]=[CH:4][C:3]=1F.[F:12][C@@H:13]1[C@@H:18]([OH:19])[CH2:17][CH2:16][N:15]([C:20]([O:22][C:23]([CH3:26])([CH3:25])[CH3:24])=[O:21])[CH2:14]1.CC([O-])(C)C.[K+]. Product: [Cl:1][C:2]1[CH:7]=[C:6]([N+:8]([O-:10])=[O:9])[CH:5]=[CH:4][C:3]=1[O:19][C@H:18]1[CH2:17][CH2:16][N:15]([C:20]([O:22][C:23]([CH3:25])([CH3:24])[CH3:26])=[O:21])[CH2:14][C@@H:13]1[F:12]. The catalyst class is: 1.